This data is from Full USPTO retrosynthesis dataset with 1.9M reactions from patents (1976-2016). The task is: Predict the reactants needed to synthesize the given product. (1) Given the product [CH:19]([C:16]1[CH:17]=[CH:18][C:13]([C:2]2([NH:1][C:27]([CH:24]3[CH2:26][CH2:25]3)=[O:28])[C:10](=[O:11])[C:9]3[C:4](=[CH:5][CH:6]=[CH:7][CH:8]=3)[C:3]2=[O:12])=[C:14]([O:22][CH3:23])[CH:15]=1)([CH3:21])[CH3:20], predict the reactants needed to synthesize it. The reactants are: [NH2:1][C:2]1([C:13]2[CH:18]=[CH:17][C:16]([CH:19]([CH3:21])[CH3:20])=[CH:15][C:14]=2[O:22][CH3:23])[C:10](=[O:11])[C:9]2[C:4](=[CH:5][CH:6]=[CH:7][CH:8]=2)[C:3]1=[O:12].[CH:24]1([C:27](Cl)=[O:28])[CH2:26][CH2:25]1.C(N(CC)CC)C. (2) Given the product [Cl:1][C:2]1[CH:9]=[CH:8][C:5]([CH2:6][N:28]2[CH2:29][CH:25]([CH2:24][CH2:23][O:22][C:19]3[CH:18]=[CH:17][C:16]([CH2:15][C:14]([O:33][C:34]4[CH:39]=[CH:38][CH:37]=[CH:36][C:35]=4[F:40])([CH3:32])[C:13]([OH:41])=[O:12])=[CH:21][CH:20]=3)[N:26]([CH3:31])[C:27]2=[O:30])=[CH:4][CH:3]=1, predict the reactants needed to synthesize it. The reactants are: [Cl:1][C:2]1[CH:9]=[CH:8][C:5]([CH2:6]Br)=[CH:4][CH:3]=1.C([O:12][C:13](=[O:41])[C:14]([O:33][C:34]1[CH:39]=[CH:38][CH:37]=[CH:36][C:35]=1[F:40])([CH3:32])[CH2:15][C:16]1[CH:21]=[CH:20][C:19]([O:22][CH2:23][CH2:24][CH:25]2[CH2:29][NH:28][C:27](=[O:30])[N:26]2[CH3:31])=[CH:18][CH:17]=1)C.[H-].[Na+]. (3) Given the product [CH3:1][CH:2]([CH3:21])[CH2:3][CH:4]([O:9][CH:10]([C:15]1[CH:16]=[CH:17][CH:18]=[CH:19][CH:20]=1)[C:11]([F:13])([F:14])[F:12])[C:5]([OH:7])=[O:6], predict the reactants needed to synthesize it. The reactants are: [CH3:1][CH:2]([CH3:21])[CH2:3][CH:4]([O:9][CH:10]([C:15]1[CH:20]=[CH:19][CH:18]=[CH:17][CH:16]=1)[C:11]([F:14])([F:13])[F:12])[C:5]([O:7]C)=[O:6].[I-].[Li+].Cl. (4) Given the product [Cl:19][C:17]1[CH:16]=[CH:15][C:14]2[N:8]([CH2:7][C:6]([CH3:50])([CH3:49])[CH2:5][OH:4])[C:9](=[O:48])[C@@H:10]([CH2:30][C:31]([NH:33][C:34]3[CH:35]=[CH:36][CH:37]=[C:38]4[C:42]=3[NH:41][C:40]([C:43]([OH:45])=[O:44])=[CH:39]4)=[O:32])[O:11][C@H:12]([C:20]3[CH:25]=[CH:24][CH:23]=[C:22]([O:26][CH3:27])[C:21]=3[O:28][CH3:29])[C:13]=2[CH:18]=1, predict the reactants needed to synthesize it. The reactants are: C([O:4][CH2:5][C:6]([CH3:50])([CH3:49])[CH2:7][N:8]1[C:14]2[CH:15]=[CH:16][C:17]([Cl:19])=[CH:18][C:13]=2[C@@H:12]([C:20]2[CH:25]=[CH:24][CH:23]=[C:22]([O:26][CH3:27])[C:21]=2[O:28][CH3:29])[O:11][C@H:10]([CH2:30][C:31]([NH:33][C:34]2[CH:35]=[CH:36][CH:37]=[C:38]3[C:42]=2[NH:41][C:40]([C:43]([O:45]CC)=[O:44])=[CH:39]3)=[O:32])[C:9]1=[O:48])(=O)C.[OH-].[Na+].C(O)C. (5) The reactants are: C(N(CC)CC)C.[Cl:8][CH:9]([Cl:13])[C:10](Cl)=[O:11].[CH2:14]([O:21][C:22]1[C:23]([CH3:31])=[C:24]([CH3:30])[C:25]([NH2:29])=[N:26][C:27]=1[CH3:28])[C:15]1[CH:20]=[CH:19][CH:18]=[CH:17][CH:16]=1. Given the product [CH2:14]([O:21][C:22]1[C:23]([CH3:31])=[C:24]([CH3:30])[C:25]([NH:29][C:10](=[O:11])[CH:9]([Cl:13])[Cl:8])=[N:26][C:27]=1[CH3:28])[C:15]1[CH:16]=[CH:17][CH:18]=[CH:19][CH:20]=1, predict the reactants needed to synthesize it. (6) Given the product [OH:10][C@@H:11]1[CH2:12][O:13][CH2:14][C@H:15]1[O:1][C:2]1[CH:9]=[CH:8][C:5]([CH:6]=[O:7])=[CH:4][CH:3]=1, predict the reactants needed to synthesize it. The reactants are: [OH:1][C:2]1[CH:9]=[CH:8][C:5]([CH:6]=[O:7])=[CH:4][CH:3]=1.[O:10]1[CH:15]2[CH:11]1[CH2:12][O:13][CH2:14]2.CC(C)([O-])C.[K+].O.